Dataset: Forward reaction prediction with 1.9M reactions from USPTO patents (1976-2016). Task: Predict the product of the given reaction. (1) Given the reactants C([O:5][C:6]([C:8]1[CH:13]=[C:12](OC2C(OC)=CC(NC)=C(N)C=2)[CH:11]=[CH:10][N:9]=1)=[O:7])(C)(C)C.NC(N)=S.IC.C(OC(C1C=C([O:45][C:46]2[CH:64]=[CH:63][C:49]3[N:50]([CH3:62])[C:51]([NH:53][C:54]4[CH:59]=[CH:58][C:57]([Br:60])=[C:56]([CH3:61])[CH:55]=4)=[N:52][C:48]=3[CH:47]=2)C=CN=1)=O)(C)(C)C.FC(F)(F)[C:67](O)=[O:68], predict the reaction product. The product is: [Br:60][C:57]1[CH:58]=[CH:59][C:54]([NH:53][C:51]2[N:50]([CH3:62])[C:49]3[CH:63]=[C:64]([O:68][CH3:67])[C:46]([O:45][C:8]4([C:6]([OH:7])=[O:5])[CH:13]=[CH:12][CH:11]=[CH:10][NH:9]4)=[CH:47][C:48]=3[N:52]=2)=[CH:55][C:56]=1[CH3:61]. (2) Given the reactants [NH2:1][C@H:2]([C:4]1[N:13]([C:14]2[CH:19]=[CH:18][CH:17]=[C:16]([O:20][CH2:21][C:22]([F:25])([F:24])[F:23])[CH:15]=2)[C:12](=[O:26])[C:11]2[C:6](=[CH:7][CH:8]=[CH:9][C:10]=2[F:27])[N:5]=1)[CH3:3].Cl[C:29]1[C:30]2[CH:37]=[CH:36][NH:35][C:31]=2[N:32]=[CH:33][N:34]=1.C(N(C(C)C)CC)(C)C, predict the reaction product. The product is: [N:32]1[C:31]2[NH:35][CH:36]=[CH:37][C:30]=2[C:29]([NH:1][C@H:2]([C:4]2[N:13]([C:14]3[CH:19]=[CH:18][CH:17]=[C:16]([O:20][CH2:21][C:22]([F:23])([F:25])[F:24])[CH:15]=3)[C:12](=[O:26])[C:11]3[C:6](=[CH:7][CH:8]=[CH:9][C:10]=3[F:27])[N:5]=2)[CH3:3])=[N:34][CH:33]=1. (3) Given the reactants [N+:1]([C:4]1[CH:5]=[CH:6][C:7]([N:10]2[CH2:15][CH2:14][N:13](C(OC(C)(C)C)=O)[CH2:12][CH2:11]2)=[N:8][CH:9]=1)([O-:3])=[O:2].[ClH:23], predict the reaction product. The product is: [ClH:23].[N+:1]([C:4]1[CH:5]=[CH:6][C:7]([N:10]2[CH2:11][CH2:12][NH:13][CH2:14][CH2:15]2)=[N:8][CH:9]=1)([O-:3])=[O:2]. (4) Given the reactants [F:1][C:2]1[CH:3]=[N:4][CH:5]=[C:6]([F:29])[C:7]=1[C:8]1[N:9]=[C:10]2[CH:15]=[CH:14][CH:13]=[C:12](F)[N:11]2[C:17]=1[NH:18][C:19]1[CH:28]=[CH:27][C:22]2[O:23][CH2:24][CH2:25][O:26][C:21]=2[CH:20]=1.[CH2:30]([OH:33])[CH2:31][OH:32].[H-].[Na+], predict the reaction product. The product is: [F:1][C:2]1[CH:3]=[N:4][CH:5]=[C:6]([F:29])[C:7]=1[C:8]1[N:9]=[C:10]2[CH:15]=[CH:14][CH:13]=[C:12]([O:32][CH2:31][CH2:30][OH:33])[N:11]2[C:17]=1[NH:18][C:19]1[CH:28]=[CH:27][C:22]2[O:23][CH2:24][CH2:25][O:26][C:21]=2[CH:20]=1.